Dataset: Acute oral toxicity (LD50) regression data from Zhu et al.. Task: Regression/Classification. Given a drug SMILES string, predict its toxicity properties. Task type varies by dataset: regression for continuous values (e.g., LD50, hERG inhibition percentage) or binary classification for toxic/non-toxic outcomes (e.g., AMES mutagenicity, cardiotoxicity, hepatotoxicity). Dataset: ld50_zhu. (1) The drug is CC(C#N)CCC#N. The rat oral LD50 is 2.43, given as -log10 of the dose in mol/kg body weight (higher means more acutely toxic). (2) The compound is CCOC(=O)C1=C(C)NC(C)=C(C(=O)OCC)C1c1ccccc1C(F)(F)F. The rat oral LD50 is 2.51, given as -log10 of the dose in mol/kg body weight (higher means more acutely toxic). (3) The drug is CN(c1ccc(Cl)cc1)S(=O)(=O)c1ccc(Cl)cc1. The rat oral LD50 is 2.10, given as -log10 of the dose in mol/kg body weight (higher means more acutely toxic). (4) The molecule is CCCCN1C(=O)C2CC=CCC2C1=O. The rat oral LD50 is 1.93, given as -log10 of the dose in mol/kg body weight (higher means more acutely toxic). (5) The drug is NCCN(CCN)CCN. The rat oral LD50 is 2.77, given as -log10 of the dose in mol/kg body weight (higher means more acutely toxic). (6) The compound is CC1=NN(c2ccccc2)C(=O)C1=CN1CCOCC1. The rat oral LD50 is 2.28, given as -log10 of the dose in mol/kg body weight (higher means more acutely toxic). (7) The molecule is Nc1ccc2c(S(=O)(=O)O)cc(S(=O)(=O)O)cc2c1. The rat oral LD50 is 2.18, given as -log10 of the dose in mol/kg body weight (higher means more acutely toxic).